Dataset: NCI-60 drug combinations with 297,098 pairs across 59 cell lines. Task: Regression. Given two drug SMILES strings and cell line genomic features, predict the synergy score measuring deviation from expected non-interaction effect. Drug 1: CC1=C2C(C(=O)C3(C(CC4C(C3C(C(C2(C)C)(CC1OC(=O)C(C(C5=CC=CC=C5)NC(=O)C6=CC=CC=C6)O)O)OC(=O)C7=CC=CC=C7)(CO4)OC(=O)C)O)C)OC(=O)C. Synergy scores: CSS=84.1, Synergy_ZIP=-1.86, Synergy_Bliss=-0.902, Synergy_Loewe=4.17, Synergy_HSA=5.74. Drug 2: CC1C(C(CC(O1)OC2CC(CC3=C2C(=C4C(=C3O)C(=O)C5=CC=CC=C5C4=O)O)(C(=O)C)O)N)O. Cell line: A498.